This data is from Forward reaction prediction with 1.9M reactions from USPTO patents (1976-2016). The task is: Predict the product of the given reaction. (1) Given the reactants [C:1]([O:4][C@H:5]([C:7]#[C:8]/[CH:9]=C/C1C=CC=CC=1)[CH3:6])(=[O:3])[CH3:2].[O:17]=[O+][O-].CSC, predict the reaction product. The product is: [C:1]([O:4][C@H:5]([C:7]#[C:8][CH:9]=[O:17])[CH3:6])(=[O:3])[CH3:2]. (2) Given the reactants Br[C:2]1[CH:7]=[CH:6][C:5]([N:8]2[CH2:12][CH2:11][N:10]([CH2:13][C:14]([O-:16])=[O:15])[C:9]2=[O:17])=[C:4]([Cl:18])[CH:3]=1.[Si:19]([O:26][CH2:27][CH2:28][NH2:29])([C:22]([CH3:25])([CH3:24])[CH3:23])([CH3:21])[CH3:20].C([O-])([O-])=O.[Cs+].[Cs+].O.[C:37]1(C)C=CC=C[CH:38]=1, predict the reaction product. The product is: [Si:19]([O:26][CH2:27][CH2:28][NH:29][C:2]1[CH:7]=[CH:6][C:5]([N:8]2[CH2:12][CH2:11][N:10]([CH2:13][C:14]([O:16][CH2:37][CH3:38])=[O:15])[C:9]2=[O:17])=[C:4]([Cl:18])[CH:3]=1)([C:22]([CH3:24])([CH3:25])[CH3:23])([CH3:21])[CH3:20]. (3) Given the reactants [CH2:1]([O:3][C:4](=[O:17])[CH2:5][N:6]1[CH:14]=[N:13][C:12]2[C:7]1=[N:8][C:9]([Cl:16])=[N:10][C:11]=2Cl)[CH3:2].O.C([O-])([O-])=O.[K+].[K+].[OH:25][C:26]1[CH:27]=[C:28](B(O)O)[CH:29]=[CH:30][CH:31]=1, predict the reaction product. The product is: [CH2:1]([O:3][C:4](=[O:17])[CH2:5][N:6]1[CH:14]=[N:13][C:12]2[C:7]1=[N:8][C:9]([Cl:16])=[N:10][C:11]=2[C:30]1[CH:29]=[CH:28][CH:27]=[C:26]([OH:25])[CH:31]=1)[CH3:2]. (4) Given the reactants [F:1][C:2]1[C:3]([C:9]2[N:10]([CH:15]([CH3:17])[CH3:16])[C:11]([CH3:14])=[N:12][CH:13]=2)=[N:4][C:5]([NH2:8])=[N:6][CH:7]=1.CC1(C)C2C(=C(P(C3C=CC=CC=3)C3C=CC=CC=3)C=CC=2)OC2C(P(C3C=CC=CC=3)C3C=CC=CC=3)=CC=CC1=2.C(=O)([O-])[O-].[Cs+].[Cs+].Br[C:67]1[CH:77]=[CH:76][C:70]([C:71]([N:73]([CH3:75])[CH3:74])=[O:72])=[C:69]([F:78])[CH:68]=1, predict the reaction product. The product is: [F:78][C:69]1[CH:68]=[C:67]([NH:8][C:5]2[N:4]=[C:3]([C:9]3[N:10]([CH:15]([CH3:17])[CH3:16])[C:11]([CH3:14])=[N:12][CH:13]=3)[C:2]([F:1])=[CH:7][N:6]=2)[CH:77]=[CH:76][C:70]=1[C:71]([N:73]([CH3:75])[CH3:74])=[O:72]. (5) Given the reactants [CH2:1]([O:3][C:4]([CH2:6][CH:7]([CH2:11][CH:12]([CH3:14])[CH3:13])[C:8]([OH:10])=O)=[O:5])[CH3:2].[CH:15]1[CH:16]=[CH:17][C:18]2N(O)N=[N:21][C:19]=2[CH:20]=1.[CH2:25](Cl)[CH2:26]Cl.C[N:30]1[CH2:35][CH2:34]OCC1, predict the reaction product. The product is: [NH:21]1[C:19]2[C:18](=[CH:17][CH:16]=[CH:15][CH:20]=2)[C:26]([CH2:34][CH2:35][NH:30][C:8]([CH:7]([CH2:11][CH:12]([CH3:14])[CH3:13])[CH2:6][C:4]([O:3][CH2:1][CH3:2])=[O:5])=[O:10])=[CH:25]1.